This data is from Forward reaction prediction with 1.9M reactions from USPTO patents (1976-2016). The task is: Predict the product of the given reaction. (1) Given the reactants [CH2:1]([O:3][C:4]([C@@:6]12[CH2:24][C@H:23]1[CH:22]=[CH:21][CH2:20][CH2:19][CH2:18][CH2:17][CH2:16][C@H:15]([NH:25][C:26]([O:28][CH:29]1[CH2:33][CH2:32][CH2:31][CH2:30]1)=[O:27])[C:14](=[O:34])[N:13]1[C@@H:9]([CH2:10][C@@H:11]([O:35][C:36]3[C:45]4[C:40](=[CH:41][C:42]([O:46][CH3:47])=[CH:43][CH:44]=4)[N:39]=[C:38]([C:48](=O)[CH2:49]Br)[CH:37]=3)[CH2:12]1)[C:8](=[O:52])[NH:7]2)=[O:5])[CH3:2].[CH:53]([NH:56][C:57]([NH2:59])=[S:58])([CH3:55])[CH3:54], predict the reaction product. The product is: [CH2:1]([O:3][C:4]([C@@:6]12[CH2:24][C@H:23]1[CH:22]=[CH:21][CH2:20][CH2:19][CH2:18][CH2:17][CH2:16][C@H:15]([NH:25][C:26]([O:28][CH:29]1[CH2:33][CH2:32][CH2:31][CH2:30]1)=[O:27])[C:14](=[O:34])[N:13]1[C@@H:9]([CH2:10][C@@H:11]([O:35][C:36]3[C:45]4[C:40](=[CH:41][C:42]([O:46][CH3:47])=[CH:43][CH:44]=4)[N:39]=[C:38]([C:48]4[N:59]=[C:57]([NH:56][CH:53]([CH3:55])[CH3:54])[S:58][CH:49]=4)[CH:37]=3)[CH2:12]1)[C:8](=[O:52])[NH:7]2)=[O:5])[CH3:2]. (2) Given the reactants Cl[C:2]1[CH:3]=[CH:4][C:5]2[C:11](=[O:12])[C:10]3[CH:13]=[CH:14][C:15]([O:17][CH2:18][CH2:19][O:20]C(=O)C)=[CH:16][C:9]=3[CH2:8][CH2:7][C:6]=2[CH:24]=1.[F:25][C:26]1[CH:32]=[C:31]([F:33])[CH:30]=[CH:29][C:27]=1[NH2:28].P, predict the reaction product. The product is: [F:25][C:26]1[CH:32]=[C:31]([F:33])[CH:30]=[CH:29][C:27]=1[NH:28][C:2]1[CH:3]=[CH:4][C:5]2[C:11](=[O:12])[C:10]3[CH:13]=[CH:14][C:15]([O:17][CH2:18][CH2:19][OH:20])=[CH:16][C:9]=3[CH2:8][CH2:7][C:6]=2[CH:24]=1. (3) Given the reactants FC(F)(F)S(O[C:7]1[C:12]2[N:13]([CH:21]3[CH2:25][CH2:24][CH2:23][CH2:22]3)[C:14]3[N:15]=[C:16]([NH2:20])[N:17]=[CH:18][C:19]=3[C:11]=2[CH:10]=[CH:9][N:8]=1)(=O)=O.[CH2:28]1COCC1.C[Mg]Br, predict the reaction product. The product is: [CH:21]1([N:13]2[C:14]3[N:15]=[C:16]([NH2:20])[N:17]=[CH:18][C:19]=3[C:11]3[CH:10]=[CH:9][N:8]=[C:7]([CH3:28])[C:12]2=3)[CH2:25][CH2:24][CH2:23][CH2:22]1. (4) Given the reactants C(=O)([O-])[O-].[Na+].[Na+].[O:7]([C:14]1[CH:19]=[CH:18][C:17](B(O)O)=[CH:16][CH:15]=1)[C:8]1[CH:13]=[CH:12][CH:11]=[CH:10][CH:9]=1.Br[C:24]1[C:29]2=[N:30][S:31](=[O:35])(=[O:34])[CH2:32][CH2:33][N:28]2[CH:27]=[CH:26][CH:25]=1, predict the reaction product. The product is: [O:7]([C:14]1[CH:19]=[CH:18][C:17]([C:24]2[C:29]3=[N:30][S:31](=[O:35])(=[O:34])[CH2:32][CH2:33][N:28]3[CH:27]=[CH:26][CH:25]=2)=[CH:16][CH:15]=1)[C:8]1[CH:13]=[CH:12][CH:11]=[CH:10][CH:9]=1. (5) Given the reactants C([O:4][C:5]1[CH:10]=[CH:9][C:8]([C:11]([O:13][C@H:14]([CH3:21])[CH2:15][CH:16]([CH2:19][CH3:20])[CH2:17][CH3:18])=[O:12])=[CH:7][CH:6]=1)(=O)C.CO.CN, predict the reaction product. The product is: [OH:4][C:5]1[CH:6]=[CH:7][C:8]([C:11]([O:13][C@H:14]([CH3:21])[CH2:15][CH:16]([CH2:19][CH3:20])[CH2:17][CH3:18])=[O:12])=[CH:9][CH:10]=1. (6) Given the reactants [N:1]1([CH2:7][CH2:8][O:9][C:10]2[CH:30]=[CH:29][C:13]3[N:14]4[CH:19]=[C:18]([C:20]5[CH:25]=[CH:24][C:23]([N+:26]([O-])=O)=[CH:22][CH:21]=5)[N:17]=[C:15]4[S:16][C:12]=3[CH:11]=2)[CH2:6][CH2:5][O:4][CH2:3][CH2:2]1.[Cl-].[NH4+], predict the reaction product. The product is: [N:1]1([CH2:7][CH2:8][O:9][C:10]2[CH:30]=[CH:29][C:13]3[N:14]4[CH:19]=[C:18]([C:20]5[CH:25]=[CH:24][C:23]([NH2:26])=[CH:22][CH:21]=5)[N:17]=[C:15]4[S:16][C:12]=3[CH:11]=2)[CH2:2][CH2:3][O:4][CH2:5][CH2:6]1. (7) Given the reactants [CH2:1]([O:3][C:4]([N:6]1[CH2:11][CH2:10][N:9]([C:12](=[O:50])[C@@H:13]([NH:23][C:24]([C:26]2[CH:30]=[C:29]([O:31][CH2:32][C:33]([O:35]CC3C=CC=CC=3)=[O:34])[N:28]([C:43]3[CH:48]=[CH:47][CH:46]=[C:45]([F:49])[CH:44]=3)[N:27]=2)=[O:25])[CH2:14][CH2:15][C:16]([O:18][C:19]([CH3:22])([CH3:21])[CH3:20])=[O:17])[CH2:8][CH2:7]1)=[O:5])[CH3:2], predict the reaction product. The product is: [CH2:1]([O:3][C:4]([N:6]1[CH2:7][CH2:8][N:9]([C:12](=[O:50])[C@@H:13]([NH:23][C:24]([C:26]2[CH:30]=[C:29]([O:31][CH2:32][C:33]([OH:35])=[O:34])[N:28]([C:43]3[CH:48]=[CH:47][CH:46]=[C:45]([F:49])[CH:44]=3)[N:27]=2)=[O:25])[CH2:14][CH2:15][C:16]([O:18][C:19]([CH3:22])([CH3:21])[CH3:20])=[O:17])[CH2:10][CH2:11]1)=[O:5])[CH3:2]. (8) Given the reactants [NH2:1][C:2]1[CH:3]=[C:4]([CH:8]([C:12]2[CH:17]=[CH:16][CH:15]=[CH:14][N:13]=2)[CH2:9][C:10]#[N:11])[CH:5]=[CH:6][CH:7]=1.S(C1C=CC(C)=CC=1)(O)(=O)=O.[CH2:29](N)[CH2:30][NH2:31].[OH-].[K+].C(O)(=O)/C=C/C(O)=O, predict the reaction product. The product is: [NH:11]1[CH2:29][CH2:30][N:31]=[C:10]1[CH2:9][CH:8]([C:4]1[CH:3]=[C:2]([NH2:1])[CH:7]=[CH:6][CH:5]=1)[C:12]1[CH:17]=[CH:16][CH:15]=[CH:14][N:13]=1. (9) Given the reactants [F:1][C:2]1[CH:7]=[CH:6][CH:5]=[CH:4][C:3]=1[C:8]1[CH:16]=[CH:15][C:11]([C:12]([NH2:14])=[S:13])=[CH:10][N:9]=1.[CH3:17][O:18][C:19](=[O:26])[CH2:20][C:21](=O)[CH:22](Br)[CH3:23].[CH2:27](O)C, predict the reaction product. The product is: [CH2:17]([O:18][C:19](=[O:26])[CH2:20][C:21]1[N:14]=[C:12]([C:11]2[CH:10]=[N:9][C:8]([C:3]3[CH:4]=[CH:5][CH:6]=[CH:7][C:2]=3[F:1])=[CH:16][CH:15]=2)[S:13][C:22]=1[CH3:23])[CH3:27]. (10) The product is: [NH:1]1[C:9]2[C:4](=[CH:5][CH:6]=[CH:7][CH:8]=2)[C:3]2([CH2:14][CH2:13][CH2:12][CH2:11]2)[C:2]1=[O:10]. Given the reactants [NH:1]1[C:9]2[C:4](=[CH:5][CH:6]=[CH:7][CH:8]=2)[CH2:3][C:2]1=[O:10].[CH2:11]([Li])[CH2:12][CH2:13][CH3:14].CN(C)CCN(C)C.ICCCCI, predict the reaction product.